Task: Predict the product of the given reaction.. Dataset: Forward reaction prediction with 1.9M reactions from USPTO patents (1976-2016) (1) Given the reactants [Cl:1][C:2]1[C:7]([Cl:8])=[CH:6][CH:5]=[CH:4][C:3]=1[O:9][C@H:10]1[CH2:13][C@H:12]([NH:14]C(=O)OC(C)(C)C)[CH2:11]1.Cl.O1CCOCC1, predict the reaction product. The product is: [ClH:1].[Cl:1][C:2]1[C:7]([Cl:8])=[CH:6][CH:5]=[CH:4][C:3]=1[O:9][C@H:10]1[CH2:11][C@H:12]([NH2:14])[CH2:13]1. (2) Given the reactants [CH:1]([N:4]1[CH2:9][CH2:8][CH:7]([O:10][C:11]2[CH:19]=[CH:18][C:17]3[N:16]4[CH2:20][CH2:21][NH:22][C:23](=[O:24])[C:15]4=[CH:14][C:13]=3[CH:12]=2)[CH2:6][CH2:5]1)([CH3:3])[CH3:2].[H-].[Na+].Br[CH:28]([C:30]1[CH:35]=[CH:34][CH:33]=[CH:32][CH:31]=1)[CH3:29], predict the reaction product. The product is: [CH:1]([N:4]1[CH2:9][CH2:8][CH:7]([O:10][C:11]2[CH:19]=[CH:18][C:17]3[N:16]4[CH2:20][CH2:21][N:22]([CH:28]([C:30]5[CH:35]=[CH:34][CH:33]=[CH:32][CH:31]=5)[CH3:29])[C:23](=[O:24])[C:15]4=[CH:14][C:13]=3[CH:12]=2)[CH2:6][CH2:5]1)([CH3:3])[CH3:2]. (3) Given the reactants [OH:1][CH:2]([C:16]1[CH:21]=[CH:20][CH:19]=[CH:18][CH:17]=1)[C@H:3]1[O:8][CH2:7][CH2:6][N:5]([C:9]([O:11][C:12]([CH3:15])([CH3:14])[CH3:13])=[O:10])[CH2:4]1.C1(P(C2C=CC=CC=2)C2C=CC=CC=2)C=CC=CC=1.[Cl:41][C:42]1[CH:47]=[CH:46][C:45]([OH:48])=[C:44]([O:49][CH3:50])[CH:43]=1.CC(OC(/N=N/C(OC(C)C)=O)=O)C, predict the reaction product. The product is: [Cl:41][C:42]1[CH:47]=[CH:46][C:45]([O:1][C@H:2]([C:16]2[CH:17]=[CH:18][CH:19]=[CH:20][CH:21]=2)[C@H:3]2[O:8][CH2:7][CH2:6][N:5]([C:9]([O:11][C:12]([CH3:15])([CH3:14])[CH3:13])=[O:10])[CH2:4]2)=[C:44]([O:49][CH3:50])[CH:43]=1.[Cl:41][C:42]1[CH:47]=[CH:46][C:45]([O:48][C@@H:2]([C:16]2[CH:21]=[CH:20][CH:19]=[CH:18][CH:17]=2)[C@H:3]2[O:8][CH2:7][CH2:6][N:5]([C:9]([O:11][C:12]([CH3:15])([CH3:13])[CH3:14])=[O:10])[CH2:4]2)=[C:44]([O:49][CH3:50])[CH:43]=1. (4) Given the reactants [C:1]([O:5][OH:6])([CH3:4])([CH3:3])[CH3:2].[OH-].[K+].[C:9](Cl)(=[O:13])[CH:10]([CH3:12])[CH3:11], predict the reaction product. The product is: [C:9]([O:6][O:5][C:1]([CH3:4])([CH3:3])[CH3:2])(=[O:13])[CH:10]([CH3:12])[CH3:11]. (5) Given the reactants [NH2:1][C:2]1[C:3]([CH3:12])=[C:4]([CH:9]=[CH:10][CH:11]=1)[C:5]([O:7][CH3:8])=[O:6].O=[C:14]1[CH2:19][CH2:18][CH:17]([NH:20][C:21](=[O:27])[O:22][C:23]([CH3:26])([CH3:25])[CH3:24])[CH2:16][CH2:15]1.C(O)(=O)C.C(O[BH-](OC(=O)C)OC(=O)C)(=O)C.[Na+], predict the reaction product. The product is: [C:23]([O:22][C:21]([NH:20][C@H:17]1[CH2:18][CH2:19][C@H:14]([NH:1][C:2]2[C:3]([CH3:12])=[C:4]([CH:9]=[CH:10][CH:11]=2)[C:5]([O:7][CH3:8])=[O:6])[CH2:15][CH2:16]1)=[O:27])([CH3:26])([CH3:24])[CH3:25]. (6) Given the reactants [CH2:1]([C:3]([CH3:16])([O:6][C:7]([NH:9][CH2:10][C:11]([O:13]CC)=[O:12])=[O:8])[CH2:4][CH3:5])[CH3:2].[OH-].[Li+], predict the reaction product. The product is: [CH2:1]([C:3]([CH3:16])([O:6][C:7]([NH:9][CH2:10][C:11]([OH:13])=[O:12])=[O:8])[CH2:4][CH3:5])[CH3:2]. (7) Given the reactants [Br:1][C:2]1[CH:3]=[N:4][C:5]2[C:10]([CH:11]=1)=[CH:9][C:8]([O:12][CH:13]([S:17][CH3:18])[C:14]([OH:16])=O)=[C:7]([Cl:19])[CH:6]=2.CSCC(O)=O.[C:26]([NH2:30])([CH3:29])([CH3:28])[CH3:27].Cl.CN(C)CCCN=C=NCC.C1C=NC2N(O)N=NC=2C=1, predict the reaction product. The product is: [Br:1][C:2]1[CH:3]=[N:4][C:5]2[C:10]([CH:11]=1)=[CH:9][C:8]([O:12][CH:13]([S:17][CH3:18])[C:14]([NH:30][C:26]([CH3:29])([CH3:28])[CH3:27])=[O:16])=[C:7]([Cl:19])[CH:6]=2.